Task: Predict the product of the given reaction.. Dataset: Forward reaction prediction with 1.9M reactions from USPTO patents (1976-2016) Given the reactants [F:1][C:2]([F:15])([F:14])[O:3][C:4]1[CH:5]=[C:6]([C:10]#[C:11][CH2:12][OH:13])[CH:7]=[CH:8][CH:9]=1, predict the reaction product. The product is: [F:1][C:2]([F:14])([F:15])[O:3][C:4]1[CH:5]=[C:6]([CH2:10][CH2:11][CH2:12][OH:13])[CH:7]=[CH:8][CH:9]=1.